This data is from Full USPTO retrosynthesis dataset with 1.9M reactions from patents (1976-2016). The task is: Predict the reactants needed to synthesize the given product. (1) Given the product [OH:15][C:16]1[CH:17]=[C:18]([CH:20]=[CH:21][C:22]=1[CH3:23])[NH:19][C:3]1[C:12]2[C:7](=[CH:8][C:9]([O:13][CH3:14])=[CH:10][CH:11]=2)[N:6]=[N:5][CH:4]=1, predict the reactants needed to synthesize it. The reactants are: Cl.Cl[C:3]1[C:12]2[C:7](=[CH:8][C:9]([O:13][CH3:14])=[CH:10][CH:11]=2)[N:6]=[N:5][CH:4]=1.[OH:15][C:16]1[CH:17]=[C:18]([CH:20]=[CH:21][C:22]=1[CH3:23])[NH2:19]. (2) The reactants are: [CH3:1][N:2]1[C:10]2[C:5](=[CH:6][C:7]([N:11]3[CH2:19][C:18]4[C:13](=[CH:14][C:15]([N+:20]([O-])=O)=[CH:16][CH:17]=4)[C:12]3=[O:23])=[CH:8][CH:9]=2)[CH:4]=[CH:3]1.[Sn](Cl)Cl.C(=O)([O-])[O-].[K+].[K+]. Given the product [NH2:20][C:15]1[CH:14]=[C:13]2[C:18]([CH2:19][N:11]([C:7]3[CH:6]=[C:5]4[C:10](=[CH:9][CH:8]=3)[N:2]([CH3:1])[CH:3]=[CH:4]4)[C:12]2=[O:23])=[CH:17][CH:16]=1, predict the reactants needed to synthesize it. (3) The reactants are: [O:1]1[CH:3]([CH2:4][CH2:5][CH2:6][CH2:7][CH2:8][CH3:9])[CH2:2]1.C1C(=O)N(Br)C(=O)C1.[C:18]([O:26]OC(=O)C1C=CC=CC=1)(=[O:25])C1C=CC=CC=1.C1C2C(=CC=CC=2)C=CC=1. Given the product [CH2:4]([CH:3]1[CH2:2][O:26][C:18](=[O:25])[O:1]1)[CH2:5][CH2:6][CH2:7][CH2:8][CH3:9], predict the reactants needed to synthesize it. (4) The reactants are: [C:1]([C:5]1[CH:10]=[CH:9][C:8]([C@@H:11]([NH:13][C:14]([C:16]2[CH:17]=[C:18]3[C:22](=[CH:23][CH:24]=2)[N:21]([CH2:25][C:26]2[CH:27]=[C:28]([CH:35]=[CH:36][C:37]=2[Cl:38])[O:29][C@@H:30]([CH3:34])[C:31](O)=[O:32])[C:20]([CH3:39])=[C:19]3[CH3:40])=[O:15])[CH3:12])=[CH:7][CH:6]=1)([CH3:4])([CH3:3])[CH3:2].[NH4+].[Cl-].C[N:44](C(ON1N=NC2C=CC=NC1=2)=[N+](C)C)C.F[P-](F)(F)(F)(F)F.CCN(C(C)C)C(C)C. Given the product [NH2:44][C:31](=[O:32])[C@@H:30]([O:29][C:28]1[CH:35]=[CH:36][C:37]([Cl:38])=[C:26]([CH:27]=1)[CH2:25][N:21]1[C:22]2[C:18](=[CH:17][C:16]([C:14]([NH:13][C@H:11]([C:8]3[CH:9]=[CH:10][C:5]([C:1]([CH3:3])([CH3:4])[CH3:2])=[CH:6][CH:7]=3)[CH3:12])=[O:15])=[CH:24][CH:23]=2)[C:19]([CH3:40])=[C:20]1[CH3:39])[CH3:34], predict the reactants needed to synthesize it. (5) Given the product [C:1]1([C:9]2[CH:10]=[CH:11][C:6]([OH:12])=[CH:7][CH:8]=2)([C:9]2[CH:10]=[CH:11][C:6]([OH:12])=[CH:7][CH:8]=2)[CH2:4][CH2:3][CH2:2]1, predict the reactants needed to synthesize it. The reactants are: [C:1]1(=O)[CH2:4][CH2:3][CH2:2]1.[C:6]1([OH:12])[CH:11]=[CH:10][CH:9]=[CH:8][CH:7]=1. (6) Given the product [CH2:34]([NH:40][C:2]([N:19]1[C:20]([CH3:22])=[CH:21][C:17]([O:16][C:13]2[CH:14]=[CH:15][C:10]([Cl:9])=[CH:11][C:12]=2[C:23]([F:25])([F:24])[F:26])=[N:18]1)=[O:3])[CH:35]1[O:39][CH2:38][CH2:37][CH2:36]1, predict the reactants needed to synthesize it. The reactants are: Cl[C:2](OC(Cl)(Cl)Cl)=[O:3].[Cl:9][C:10]1[CH:15]=[CH:14][C:13]([O:16][C:17]2[CH:21]=[C:20]([CH3:22])[NH:19][N:18]=2)=[C:12]([C:23]([F:26])([F:25])[F:24])[CH:11]=1.C(N(CC)CC)C.[CH2:34]([NH2:40])[CH:35]1[O:39][CH2:38][CH2:37][CH2:36]1.Cl. (7) Given the product [C:1]([C:4]1[C:9]([C:10]2[CH:11]=[CH:12][CH:13]=[CH:14][CH:15]=2)=[N:8][N:7]([CH2:24][CH:25]2[CH2:27][CH2:26]2)[C:6](=[O:16])[CH:5]=1)(=[O:3])[CH3:2], predict the reactants needed to synthesize it. The reactants are: [C:1]([C:4]1[C:9]([C:10]2[CH:15]=[CH:14][CH:13]=[CH:12][CH:11]=2)=[N:8][NH:7][C:6](=[O:16])[CH:5]=1)(=[O:3])[CH3:2].C(=O)([O-])[O-].[K+].[K+].Br[CH2:24][CH:25]1[CH2:27][CH2:26]1. (8) The reactants are: [NH2:1][C@@H:2]([CH2:20][C:21]1[CH:26]=[CH:25][CH:24]=[CH:23][CH:22]=1)[C:3]([NH:5][C:6]1[CH:11]=[C:10]([C:12]2[CH:17]=[CH:16][N:15]=[C:14]([CH3:18])[CH:13]=2)[CH:9]=[C:8]([Cl:19])[CH:7]=1)=[O:4].C(O)(=O)C.[N:31]1[CH:36]=[CH:35][CH:34]=[CH:33][C:32]=1[CH:37]=O.C([BH3-])#N.[Na+].Cl. Given the product [Cl:19][C:8]1[CH:7]=[C:6]([NH:5][C:3](=[O:4])[C@@H:2]([NH:1][CH2:37][C:32]2[CH:33]=[CH:34][CH:35]=[CH:36][N:31]=2)[CH2:20][C:21]2[CH:26]=[CH:25][CH:24]=[CH:23][CH:22]=2)[CH:11]=[C:10]([C:12]2[CH:17]=[CH:16][N:15]=[C:14]([CH3:18])[CH:13]=2)[CH:9]=1, predict the reactants needed to synthesize it.